From a dataset of Full USPTO retrosynthesis dataset with 1.9M reactions from patents (1976-2016). Predict the reactants needed to synthesize the given product. (1) Given the product [NH:1]1[C:7]2[CH:8]=[CH:9][CH:10]=[CH:11][C:6]=2[CH2:5][CH2:4][CH2:3][C:2]1=[S:14], predict the reactants needed to synthesize it. The reactants are: [NH:1]1[C:7]2[CH:8]=[CH:9][CH:10]=[CH:11][C:6]=2[CH2:5][CH2:4][CH2:3][C:2]1=O.P12(SP3(SP(SP(S3)(S1)=S)(=S)S2)=S)=[S:14]. (2) Given the product [C:1]([O:5][C:6](=[O:25])[NH:7][C:8]1[CH2:9][O:10][CH2:11][C@:12]([C:15]2[CH:16]=[C:17]([Br:24])[CH:18]=[C:19]([NH2:21])[CH:20]=2)([CH3:14])[N:13]=1)([CH3:2])([CH3:3])[CH3:4], predict the reactants needed to synthesize it. The reactants are: [C:1]([O:5][C:6](=[O:25])[NH:7][C:8]1[CH2:9][O:10][CH2:11][C@:12]([C:15]2[CH:20]=[C:19]([N+:21]([O-])=O)[CH:18]=[C:17]([Br:24])[CH:16]=2)([CH3:14])[N:13]=1)([CH3:4])([CH3:3])[CH3:2]. (3) Given the product [CH3:24][O:23][C:3]1[CH:4]=[C:5]2[C:10](=[CH:11][C:2]=1[O:1][CH2:4][CH:5]1[CH2:10][CH2:31][N:32]([CH3:33])[C:34](=[O:35])[CH2:6]1)[N:9]=[CH:8][N:7]=[C:6]2[O:12][C:13]1[CH:14]=[C:15]2[C:19](=[CH:20][CH:21]=1)[NH:18][C:17]([CH3:22])=[CH:16]2, predict the reactants needed to synthesize it. The reactants are: [OH:1][C:2]1[CH:11]=[C:10]2[C:5]([C:6]([O:12][C:13]3[CH:14]=[C:15]4[C:19](=[CH:20][CH:21]=3)[NH:18][C:17]([CH3:22])=[CH:16]4)=[N:7][CH:8]=[N:9]2)=[CH:4][C:3]=1[O:23][CH3:24].C(=O)([O-])[O-].[K+].[K+].[CH3:31][N:32]([CH:34]=[O:35])[CH3:33]. (4) Given the product [F:34][C:21]([F:20])([F:33])[O:22][C:23]1[CH:28]=[CH:27][C:26]([S:29]([N:8]2[CH2:9][CH2:10][CH2:11][C:6]3([C:2](=[O:12])[O:3][CH2:4][CH2:5]3)[CH2:7]2)(=[O:31])=[O:30])=[CH:25][CH:24]=1, predict the reactants needed to synthesize it. The reactants are: Cl.[C:2]1(=[O:12])[C:6]2([CH2:11][CH2:10][CH2:9][NH:8][CH2:7]2)[CH2:5][CH2:4][O:3]1.C(N(CC)CC)C.[F:20][C:21]([F:34])([F:33])[O:22][C:23]1[CH:28]=[CH:27][C:26]([S:29](Cl)(=[O:31])=[O:30])=[CH:25][CH:24]=1. (5) Given the product [Cl:27][C:22]1[CH:23]=[CH:24][CH:25]=[CH:26][C:21]=1[C:12]1[C:13]([C:14]2[CH:19]=[CH:18][C:17]([Cl:20])=[CH:16][CH:15]=2)=[C:7]2[N:8]([C:9]3[O:10][CH:2]([CH2:3][I:28])[CH2:1][C:4]=3[CH:5]=[N:6]2)[N:11]=1, predict the reactants needed to synthesize it. The reactants are: [CH2:1]([C:4]1[CH:5]=[N:6][C:7]2[N:8]([N:11]=[C:12]([C:21]3[CH:26]=[CH:25][CH:24]=[CH:23][C:22]=3[Cl:27])[C:13]=2[C:14]2[CH:19]=[CH:18][C:17]([Cl:20])=[CH:16][CH:15]=2)[C:9]=1[OH:10])[CH:2]=[CH2:3].[I:28]N1C(=O)CCC1=O. (6) Given the product [F:13][C:10]1[CH:9]=[CH:8][C:3]([C:4]([O:6][CH3:7])=[O:5])=[C:2]2[C:11]=1[O:12][C:14](=[S:15])[NH:1]2, predict the reactants needed to synthesize it. The reactants are: [NH2:1][C:2]1[C:11]([OH:12])=[C:10]([F:13])[CH:9]=[CH:8][C:3]=1[C:4]([O:6][CH3:7])=[O:5].[C:14](N1C=CN=C1)(N1C=CN=C1)=[S:15].